This data is from Full USPTO retrosynthesis dataset with 1.9M reactions from patents (1976-2016). The task is: Predict the reactants needed to synthesize the given product. (1) Given the product [Cl:1][C:2]1[CH:7]=[CH:6][C:5]([C:8]2[CH:17]=[CH:16][CH:15]=[C:14]3[C:9]=2[CH:10]=[CH:11][C:12]([S:18]([Cl:27])(=[O:20])=[O:19])=[CH:13]3)=[C:4]([O:22][CH3:23])[CH:3]=1, predict the reactants needed to synthesize it. The reactants are: [Cl:1][C:2]1[CH:7]=[CH:6][C:5]([C:8]2[CH:17]=[CH:16][CH:15]=[C:14]3[C:9]=2[CH:10]=[CH:11][C:12]([S:18]([O-])(=[O:20])=[O:19])=[CH:13]3)=[C:4]([O:22][CH3:23])[CH:3]=1.[Na+].S(Cl)([Cl:27])=O. (2) Given the product [NH2:24][C:25]1[N:30]=[C:29]([NH2:31])[C:28]([C:32]#[N:33])=[C:27]([NH:3][C@H:4]([C:6]2[N:15]([C:16]3[CH:17]=[N:18][CH:19]=[CH:20][CH:21]=3)[C:14](=[O:22])[C:13]3[C:8](=[CH:9][CH:10]=[CH:11][C:12]=3[Cl:23])[N:7]=2)[CH2:5][CH3:35])[N:26]=1.[NH2:24][C:25]1[N:30]=[C:29]([NH2:31])[C:28]([C:32]#[N:33])=[C:27]([NH:3][C@H:4]([C:6]2[N:15]([C:16]3[CH:17]=[N:18][CH:19]=[CH:20][CH:21]=3)[C:14](=[O:22])[C:13]3[C:8](=[CH:9][CH:10]=[CH:11][C:12]=3[Cl:23])[N:7]=2)[CH3:5])[N:26]=1, predict the reactants needed to synthesize it. The reactants are: [F-].[K+].[NH2:3][C@H:4]([C:6]1[N:15]([C:16]2[CH:17]=[N:18][CH:19]=[CH:20][CH:21]=2)[C:14](=[O:22])[C:13]2[C:8](=[CH:9][CH:10]=[CH:11][C:12]=2[Cl:23])[N:7]=1)[CH3:5].[NH2:24][C:25]1[N:30]=[C:29]([NH2:31])[C:28]([C:32]#[N:33])=[C:27](Cl)[N:26]=1.[CH:35](N(C(C)C)CC)(C)C. (3) Given the product [ClH:22].[C:26]([N:29]1[CH2:34][CH2:33][N:32]([CH2:2][CH2:3][O:4][C:5]2[CH:14]=[C:13]3[C:8]([C:9]([NH:15][C:16]4[CH:21]=[CH:20][C:19]([Cl:22])=[CH:18][C:17]=4[F:23])=[N:10][CH:11]=[N:12]3)=[CH:7][C:6]=2[O:24][CH3:25])[CH2:31][CH2:30]1)(=[O:28])[CH3:27], predict the reactants needed to synthesize it. The reactants are: Br[CH2:2][CH2:3][O:4][C:5]1[CH:14]=[C:13]2[C:8]([C:9]([NH:15][C:16]3[CH:21]=[CH:20][C:19]([Cl:22])=[CH:18][C:17]=3[F:23])=[N:10][CH:11]=[N:12]2)=[CH:7][C:6]=1[O:24][CH3:25].[C:26]([N:29]1[CH2:34][CH2:33][NH:32][CH2:31][CH2:30]1)(=[O:28])[CH3:27]. (4) Given the product [Cl:18][C:14]1[CH:13]=[C:12]([CH:17]=[CH:16][CH:15]=1)[CH2:11][N:10]1[C:6]([C:4]([OH:3])=[O:5])=[CH:7][C:8]2[S:21][C:20]([C:28]3[S:29][C:25]([CH3:24])=[CH:26][CH:27]=3)=[C:19]([CH3:23])[C:9]1=2, predict the reactants needed to synthesize it. The reactants are: C([O:3][C:4]([C:6]1[N:10]([CH2:11][C:12]2[CH:17]=[CH:16][CH:15]=[C:14]([Cl:18])[CH:13]=2)[C:9]2[C:19]([CH3:23])=[C:20](Br)[S:21][C:8]=2[CH:7]=1)=[O:5])C.[CH3:24][C:25]1[S:29][C:28]([Sn](CCCC)(CCCC)CCCC)=[CH:27][CH:26]=1.